From a dataset of Full USPTO retrosynthesis dataset with 1.9M reactions from patents (1976-2016). Predict the reactants needed to synthesize the given product. (1) Given the product [CH3:18][O:8][C:7](=[O:9])[C:6]1[CH:10]=[C:2]([Cl:1])[CH:3]=[CH:4][C:5]=1[N+:11]([O-:13])=[O:12], predict the reactants needed to synthesize it. The reactants are: [Cl:1][C:2]1[CH:3]=[CH:4][C:5]([N+:11]([O-:13])=[O:12])=[C:6]([CH:10]=1)[C:7]([OH:9])=[O:8].S(Cl)(Cl)=O.[CH3:18]O. (2) Given the product [NH2:7][C:8]1[O:9][CH2:10][CH2:11][C@:12]([C:15]2[CH:20]=[C:19]([NH:21][C:30]([C:25]3[CH:26]=[CH:27][CH:28]=[CH:29][N:24]=3)=[O:31])[CH:18]=[CH:17][C:16]=2[F:22])([CH3:14])[N:13]=1, predict the reactants needed to synthesize it. The reactants are: C(OC(=O)[NH:7][C:8]1[O:9][CH2:10][CH2:11][C@:12]([C:15]2[CH:20]=[C:19]([NH2:21])[CH:18]=[CH:17][C:16]=2[F:22])([CH3:14])[N:13]=1)(C)(C)C.[N:24]1[CH:29]=[CH:28][CH:27]=[CH:26][C:25]=1[C:30](O)=[O:31]. (3) Given the product [Cl:18][C:5]1[C:4]2[C:9](=[CH:10][C:11]([O:13][CH3:14])=[CH:12][C:3]=2[O:2][CH3:1])[N:8]=[CH:7][CH:6]=1, predict the reactants needed to synthesize it. The reactants are: [CH3:1][O:2][C:3]1[CH:12]=[C:11]([O:13][CH3:14])[CH:10]=[C:9]2[C:4]=1[C:5](O)=[CH:6][CH:7]=[N:8]2.O=P(Cl)(Cl)[Cl:18]. (4) Given the product [Cl:24][C:25]1[C:26]([F:33])=[C:27]([C:31]#[C:32][C:18]2[CH:19]=[CH:20][C:15]([C:11]3[NH:12][C:13](=[O:14])[N:9]([C:3]4[C:2]([Cl:1])=[CH:7][CH:6]=[CH:5][C:4]=4[Cl:8])[N:10]=3)=[CH:16][C:17]=2[O:22][CH3:23])[CH:28]=[CH:29][CH:30]=1, predict the reactants needed to synthesize it. The reactants are: [Cl:1][C:2]1[CH:7]=[CH:6][CH:5]=[C:4]([Cl:8])[C:3]=1[N:9]1[C:13](=[O:14])[NH:12][C:11]([C:15]2[CH:20]=[CH:19][C:18](I)=[C:17]([O:22][CH3:23])[CH:16]=2)=[N:10]1.[Cl:24][C:25]1[CH:30]=[CH:29][CH:28]=[C:27]([C:31]#[CH:32])[C:26]=1[F:33].CCCC[N+](CCCC)(CCCC)CCCC.[F-]. (5) Given the product [CH2:11]([C:10]([C:9]1[C:4]2[N:5]([C:17]([C:18]3[S:19][C:20]([C:24]4[CH:29]=[CH:28][CH:27]=[C:26]([CH3:30])[N:25]=4)=[CH:21][C:22]=3[CH3:23])=[C:2]([CH3:1])[N:3]=2)[N:6]=[C:7]([CH3:16])[CH:8]=1)([F:41])[CH2:13][CH3:14])[CH3:12], predict the reactants needed to synthesize it. The reactants are: [CH3:1][C:2]1[N:3]=[C:4]2[C:9]([C:10](O)([CH2:13][CH3:14])[CH2:11][CH3:12])=[CH:8][C:7]([CH3:16])=[N:6][N:5]2[C:17]=1[C:18]1[S:19][C:20]([C:24]2[CH:29]=[CH:28][CH:27]=[C:26]([CH3:30])[N:25]=2)=[CH:21][C:22]=1[CH3:23].COCCN(S(F)(F)[F:41])CCOC. (6) The reactants are: Br[C:2]1[CH:7]=[C:6]([CH3:8])[CH:5]=[CH:4][C:3]=1[O:9][CH3:10].[Cl:11][C:12]1[CH:13]=[C:14]2[C:20](=[O:21])[C:19](=[O:22])[NH:18][C:15]2=[N:16][CH:17]=1. Given the product [Cl:11][C:12]1[CH:13]=[C:14]2[C:20]([OH:21])([C:2]3[CH:7]=[C:6]([CH3:8])[CH:5]=[CH:4][C:3]=3[O:9][CH3:10])[C:19](=[O:22])[NH:18][C:15]2=[N:16][CH:17]=1, predict the reactants needed to synthesize it.